Dataset: Reaction yield outcomes from USPTO patents with 853,638 reactions. Task: Predict the reaction yield, written as a fraction of the theoretical maximum amount of product (1.0 means a 100% yield; for example, 0.34 means a 34% yield). (1) The reactants are I[C:2]1[C:3]([C:8]([CH3:12])([CH3:11])[C:9]#[N:10])=[N:4][CH:5]=[CH:6][CH:7]=1.[C:13]([Si:15]([CH3:18])([CH3:17])[CH3:16])#[CH:14]. The catalyst is Cl[Pd](Cl)([P](C1C=CC=CC=1)(C1C=CC=CC=1)C1C=CC=CC=1)[P](C1C=CC=CC=1)(C1C=CC=CC=1)C1C=CC=CC=1. The product is [CH3:11][C:8]([C:3]1[C:2]([C:14]#[C:13][Si:15]([CH3:18])([CH3:17])[CH3:16])=[CH:7][CH:6]=[CH:5][N:4]=1)([CH3:12])[C:9]#[N:10]. The yield is 1.00. (2) The reactants are Br[C:2]1[N:7]=[C:6]2[N:8]([C:12]3[CH:13]=[C:14]4[C:18](=[CH:19][CH:20]=3)[NH:17][CH:16]=[CH:15]4)[C:9](=[O:11])[NH:10][C:5]2=[N:4][CH:3]=1.[CH3:21][O:22][C:23]1[CH:24]=[C:25](B(O)O)[CH:26]=[C:27]([O:31][CH3:32])[C:28]=1[O:29][CH3:30].C([O-])([O-])=O.[Na+].[Na+]. The catalyst is CC#N.Cl[Pd](Cl)([P](C1C=CC=CC=1)(C1C=CC=CC=1)C1C=CC=CC=1)[P](C1C=CC=CC=1)(C1C=CC=CC=1)C1C=CC=CC=1. The product is [NH:17]1[C:18]2[C:14](=[CH:13][C:12]([N:8]3[C:6]4=[N:7][C:2]([C:25]5[CH:26]=[C:27]([O:31][CH3:32])[C:28]([O:29][CH3:30])=[C:23]([O:22][CH3:21])[CH:24]=5)=[CH:3][N:4]=[C:5]4[NH:10][C:9]3=[O:11])=[CH:20][CH:19]=2)[CH:15]=[CH:16]1. The yield is 0.190. (3) The reactants are [N:1]1([CH2:7][CH2:8][OH:9])[CH2:6][CH2:5][NH:4][CH2:3][CH2:2]1.[Br:10][CH2:11][C:12]1[CH:17]=[CH:16][C:15]([N+:18]([O-:20])=[O:19])=[CH:14][CH:13]=1. The catalyst is CCO. The product is [BrH:10].[N+:18]([C:15]1[CH:16]=[CH:17][C:12]([CH2:11][N:4]2[CH2:5][CH2:6][N:1]([CH2:7][CH2:8][OH:9])[CH2:2][CH2:3]2)=[CH:13][CH:14]=1)([O-:20])=[O:19]. The yield is 0.730. (4) The reactants are [Cl:1][C:2]1[N:3]=[C:4]([C:9]([NH:11][C@H:12]2[CH2:17][CH2:16][N:15]([C:18]3[O:19][C:20]([CH3:30])=[C:21]([C:23]([O:25]CCCC)=[O:24])[N:22]=3)[CH2:14][C@H:13]2[O:31][CH3:32])=[O:10])[NH:5][C:6]=1[CH2:7][CH3:8].[OH-].[Li+].CO. The catalyst is C1COCC1. The product is [Cl:1][C:2]1[N:3]=[C:4]([C:9]([NH:11][C@H:12]2[CH2:17][CH2:16][N:15]([C:18]3[O:19][C:20]([CH3:30])=[C:21]([C:23]([OH:25])=[O:24])[N:22]=3)[CH2:14][C@H:13]2[O:31][CH3:32])=[O:10])[NH:5][C:6]=1[CH2:7][CH3:8]. The yield is 0.990. (5) The reactants are [C:1]([NH:18][C@H:19]([C:23](O)=O)[CH:20]([CH3:22])[CH3:21])([O:3]CC1C2C(=CC=CC=2)C2C1=CC=CC=2)=O.COC(=O)[C@H:29]([CH2:31][CH:32]([CH3:34])[CH3:33])[NH2:30]. No catalyst specified. The product is [CH2:31]([C@@H:29]1[NH:30][CH2:23][C@H:19]([CH:20]([CH3:21])[CH3:22])[NH:18][C:1]1=[O:3])[CH:32]([CH3:34])[CH3:33]. The yield is 0.222. (6) The reactants are Br[C:2]1[CH:3]=[C:4]2[C:8](=[C:9]([Cl:11])[CH:10]=1)[C:7](=[O:12])[N:6]([CH2:13][C:14]1[CH:19]=[CH:18][C:17]([O:20][C:21]([F:24])([F:23])[F:22])=[CH:16][CH:15]=1)[CH2:5]2.[C:25]([O:29][C:30]([N:32]1[CH2:37][CH:36]=[C:35](B2OC(C)(C)C(C)(C)O2)[CH2:34][CH2:33]1)=[O:31])([CH3:28])([CH3:27])[CH3:26].C(=O)([O-])[O-].[K+].[K+]. The catalyst is CN(C)C=O.C1C=CC(P(C2C=CC=CC=2)[C-]2C=CC=C2)=CC=1.C1C=CC(P(C2C=CC=CC=2)[C-]2C=CC=C2)=CC=1.Cl[Pd]Cl.[Fe+2]. The product is [C:25]([O:29][C:30]([N:32]1[CH2:33][CH:34]=[C:35]([C:2]2[CH:3]=[C:4]3[C:8](=[C:9]([Cl:11])[CH:10]=2)[C:7](=[O:12])[N:6]([CH2:13][C:14]2[CH:19]=[CH:18][C:17]([O:20][C:21]([F:23])([F:22])[F:24])=[CH:16][CH:15]=2)[CH2:5]3)[CH2:36][CH2:37]1)=[O:31])([CH3:28])([CH3:26])[CH3:27]. The yield is 0.230. (7) The reactants are [Na].Cl[C:3]1[N:11]=[C:10]2[C:6]([N:7]=[CH:8][N:9]2[CH2:12][C:13]2[CH:14]=[N:15][C:16]([CH3:19])=[CH:17][CH:18]=2)=[C:5]([NH2:20])[N:4]=1.O.[CH2:22]([OH:25])[CH2:23][OH:24]. No catalyst specified. The product is [OH:24][CH2:23][CH2:22][O:25][C:3]1[N:11]=[C:10]2[C:6]([N:7]=[CH:8][N:9]2[CH2:12][C:13]2[CH:14]=[N:15][C:16]([CH3:19])=[CH:17][CH:18]=2)=[C:5]([NH2:20])[N:4]=1. The yield is 0.940.